Dataset: Reaction yield outcomes from USPTO patents with 853,638 reactions. Task: Predict the reaction yield, written as a fraction of the theoretical maximum amount of product (1.0 means a 100% yield; for example, 0.34 means a 34% yield). (1) The reactants are FC(F)(F)C(O)=O.[NH2:8][C@@H:9]([CH2:14][C:15]1[CH:20]=[CH:19][C:18]([CH:21]2[S:25](=[O:27])(=[O:26])[NH:24][C:23](=[O:28])[CH2:22]2)=[C:17]([Cl:29])[CH:16]=1)[C:10]([O:12]C)=[O:11].C(N(CC)CC)C.Cl[C:38]([O:40][CH2:41][C:42]1[CH:47]=[CH:46][CH:45]=[CH:44][CH:43]=1)=[O:39].[OH-].[Li+]. The catalyst is FC(F)(F)C(O)=O. The product is [CH2:41]([O:40][C:38]([NH:8][C@@H:9]([CH2:14][C:15]1[CH:20]=[CH:19][C:18]([CH:21]2[S:25](=[O:27])(=[O:26])[NH:24][C:23](=[O:28])[CH2:22]2)=[C:17]([Cl:29])[CH:16]=1)[C:10]([OH:12])=[O:11])=[O:39])[C:42]1[CH:47]=[CH:46][CH:45]=[CH:44][CH:43]=1. The yield is 0.510. (2) The reactants are [F:1][C:2]1[CH:3]=[C:4]([NH2:30])[CH:5]=[CH:6][C:7]=1[O:8][C:9]1[C:18]2[C:13](=[CH:14][C:15]([O:21][CH2:22][CH:23]3[CH2:28][CH2:27][N:26]([CH3:29])[CH2:25][CH2:24]3)=[C:16]([O:19][CH3:20])[CH:17]=2)[N:12]=[CH:11][CH:10]=1.CCN(CC)CC.[C:38]([O:43]CC)(=O)[C:39]([NH2:41])=[O:40].[CH2:46](N)[CH2:47][C:48]1[CH:53]=[CH:52][CH:51]=[CH:50][CH:49]=1. The catalyst is C(Cl)Cl. The product is [F:1][C:2]1[CH:3]=[C:4]([NH:30][C:38](=[O:43])[C:39]([NH:41][CH2:46][CH2:47][C:48]2[CH:53]=[CH:52][CH:51]=[CH:50][CH:49]=2)=[O:40])[CH:5]=[CH:6][C:7]=1[O:8][C:9]1[C:18]2[C:13](=[CH:14][C:15]([O:21][CH2:22][CH:23]3[CH2:28][CH2:27][N:26]([CH3:29])[CH2:25][CH2:24]3)=[C:16]([O:19][CH3:20])[CH:17]=2)[N:12]=[CH:11][CH:10]=1. The yield is 0.680.